From a dataset of Forward reaction prediction with 1.9M reactions from USPTO patents (1976-2016). Predict the product of the given reaction. (1) Given the reactants C(OC(=O)[NH:7][C@H:8]([C:17](=[O:27])[NH:18][C:19]1[CH:24]=[CH:23][C:22]([C:25]#[CH:26])=[CH:21][CH:20]=1)[C@H:9]([C:11]1[CH:16]=[CH:15][CH:14]=[CH:13][CH:12]=1)[CH3:10])(C)(C)C, predict the reaction product. The product is: [NH2:7][C@@H:8]([C@H:9]([C:11]1[CH:12]=[CH:13][CH:14]=[CH:15][CH:16]=1)[CH3:10])[C:17]([NH:18][C:19]1[CH:24]=[CH:23][C:22]([C:25]#[CH:26])=[CH:21][CH:20]=1)=[O:27]. (2) Given the reactants C[Si]([C:5]#[C:6][C:7]1[CH:12]=[CH:11][C:10]([C:13]#[C:14][C:15]2[CH:20]=[C:19]([O:21][CH3:22])[CH:18]=[C:17]([O:23][CH3:24])[CH:16]=2)=[CH:9][CH:8]=1)(C)C.C(=O)([O-])[O-].[K+].[K+].CO, predict the reaction product. The product is: [C:6]([C:7]1[CH:8]=[CH:9][C:10]([C:13]#[C:14][C:15]2[CH:20]=[C:19]([O:21][CH3:22])[CH:18]=[C:17]([O:23][CH3:24])[CH:16]=2)=[CH:11][CH:12]=1)#[CH:5]. (3) Given the reactants [Cl:1][CH2:2][CH2:3][CH2:4][OH:5].[CH3:6][N:7]1[CH:11]=[CH:10][N:9]=[CH:8]1, predict the reaction product. The product is: [Cl-:1].[OH:5][CH2:4][CH2:3][CH2:2][N+:9]1[CH:10]=[CH:11][N:7]([CH3:6])[CH:8]=1. (4) Given the reactants [C:1]([NH:20][C:21]1[NH:25][N:24]=[CH:23][C:22]=1[C:26]#[N:27])([C:14]1[CH:19]=[CH:18][CH:17]=[CH:16][CH:15]=1)([C:8]1[CH:13]=[CH:12][CH:11]=[CH:10][CH:9]=1)[C:2]1[CH:7]=[CH:6][CH:5]=[CH:4][CH:3]=1.Br[C:29]1[CH:36]=[CH:35][CH:34]=[C:33]([N:37]2[N:46]=[CH:45][C:44]3[C:39](=[CH:40][CH:41]=[C:42]([C:47]([CH3:50])([CH3:49])[CH3:48])[CH:43]=3)[C:38]2=[O:51])[C:30]=1[CH:31]=[O:32].C(=O)([O-])[O-].[K+].[K+], predict the reaction product. The product is: [C:47]([C:42]1[CH:43]=[C:44]2[C:39](=[CH:40][CH:41]=1)[C:38](=[O:51])[N:37]([C:33]1[C:30]([CH:31]=[O:32])=[C:29]([N:24]3[CH:23]=[C:22]([C:26]#[N:27])[C:21]([NH:20][C:1]([C:2]4[CH:3]=[CH:4][CH:5]=[CH:6][CH:7]=4)([C:14]4[CH:19]=[CH:18][CH:17]=[CH:16][CH:15]=4)[C:8]4[CH:9]=[CH:10][CH:11]=[CH:12][CH:13]=4)=[N:25]3)[CH:36]=[CH:35][CH:34]=1)[N:46]=[CH:45]2)([CH3:50])([CH3:48])[CH3:49]. (5) Given the reactants [CH:1]1[C:13]2[CH2:12][C:11]3[C:6](=[CH:7][CH:8]=[CH:9][CH:10]=3)[C:5]=2[CH:4]=[CH:3][CH:2]=1.C([Li])CCC.[CH2:19](Br)[CH2:20][CH2:21][CH2:22][CH2:23][CH3:24], predict the reaction product. The product is: [CH2:19]([CH:12]1[C:11]2[CH:10]=[CH:9][CH:8]=[CH:7][C:6]=2[C:5]2[C:13]1=[CH:1][CH:2]=[CH:3][CH:4]=2)[CH2:20][CH2:21][CH2:22][CH2:23][CH3:24].